This data is from NCI-60 drug combinations with 297,098 pairs across 59 cell lines. The task is: Regression. Given two drug SMILES strings and cell line genomic features, predict the synergy score measuring deviation from expected non-interaction effect. (1) Drug 1: CCCS(=O)(=O)NC1=C(C(=C(C=C1)F)C(=O)C2=CNC3=C2C=C(C=N3)C4=CC=C(C=C4)Cl)F. Drug 2: CCC(=C(C1=CC=CC=C1)C2=CC=C(C=C2)OCCN(C)C)C3=CC=CC=C3.C(C(=O)O)C(CC(=O)O)(C(=O)O)O. Cell line: OVCAR-5. Synergy scores: CSS=2.79, Synergy_ZIP=2.42, Synergy_Bliss=4.63, Synergy_Loewe=-2.94, Synergy_HSA=-1.12. (2) Drug 1: CS(=O)(=O)OCCCCOS(=O)(=O)C. Drug 2: B(C(CC(C)C)NC(=O)C(CC1=CC=CC=C1)NC(=O)C2=NC=CN=C2)(O)O. Cell line: U251. Synergy scores: CSS=26.7, Synergy_ZIP=-2.19, Synergy_Bliss=-2.24, Synergy_Loewe=-23.8, Synergy_HSA=-1.34. (3) Cell line: NCI-H322M. Synergy scores: CSS=-0.981, Synergy_ZIP=1.78, Synergy_Bliss=1.47, Synergy_Loewe=-2.99, Synergy_HSA=-1.21. Drug 2: CC12CCC3C(C1CCC2OP(=O)(O)O)CCC4=C3C=CC(=C4)OC(=O)N(CCCl)CCCl.[Na+]. Drug 1: C1CC(C1)(C(=O)O)C(=O)O.[NH2-].[NH2-].[Pt+2]. (4) Drug 1: C1=NC(=NC(=O)N1C2C(C(C(O2)CO)O)O)N. Drug 2: C1CC(=O)NC(=O)C1N2C(=O)C3=CC=CC=C3C2=O. Cell line: COLO 205. Synergy scores: CSS=50.2, Synergy_ZIP=3.17, Synergy_Bliss=2.88, Synergy_Loewe=-26.5, Synergy_HSA=3.04. (5) Drug 1: CCC(=C(C1=CC=CC=C1)C2=CC=C(C=C2)OCCN(C)C)C3=CC=CC=C3.C(C(=O)O)C(CC(=O)O)(C(=O)O)O. Drug 2: COC1=C2C(=CC3=C1OC=C3)C=CC(=O)O2. Cell line: SNB-75. Synergy scores: CSS=0.480, Synergy_ZIP=-0.0479, Synergy_Bliss=-0.218, Synergy_Loewe=-1.08, Synergy_HSA=-1.16. (6) Drug 1: C1=NC2=C(N1)C(=S)N=C(N2)N. Drug 2: CCC1(CC2CC(C3=C(CCN(C2)C1)C4=CC=CC=C4N3)(C5=C(C=C6C(=C5)C78CCN9C7C(C=CC9)(C(C(C8N6C)(C(=O)OC)O)OC(=O)C)CC)OC)C(=O)OC)O.OS(=O)(=O)O. Cell line: TK-10. Synergy scores: CSS=17.0, Synergy_ZIP=-12.6, Synergy_Bliss=-6.92, Synergy_Loewe=-7.10, Synergy_HSA=-4.01. (7) Drug 1: CCC1(CC2CC(C3=C(CCN(C2)C1)C4=CC=CC=C4N3)(C5=C(C=C6C(=C5)C78CCN9C7C(C=CC9)(C(C(C8N6C)(C(=O)OC)O)OC(=O)C)CC)OC)C(=O)OC)O.OS(=O)(=O)O. Drug 2: CN1C2=C(C=C(C=C2)N(CCCl)CCCl)N=C1CCCC(=O)O.Cl. Cell line: SNB-75. Synergy scores: CSS=59.1, Synergy_ZIP=-0.504, Synergy_Bliss=-1.02, Synergy_Loewe=-67.4, Synergy_HSA=-1.33.